This data is from TCR-epitope binding with 47,182 pairs between 192 epitopes and 23,139 TCRs. The task is: Binary Classification. Given a T-cell receptor sequence (or CDR3 region) and an epitope sequence, predict whether binding occurs between them. (1) The epitope is DATYQRTRALVR. The TCR CDR3 sequence is CASSPPKTRSSGSGANVLTF. Result: 0 (the TCR does not bind to the epitope). (2) The epitope is YLNTLTLAV. The TCR CDR3 sequence is CASSLYGTQETQYF. Result: 1 (the TCR binds to the epitope). (3) The epitope is NLNESLIDL. The TCR CDR3 sequence is CASSLDYLVDEQFF. Result: 0 (the TCR does not bind to the epitope). (4) The epitope is IPIQASLPF. The TCR CDR3 sequence is CASSLWLSQPQHF. Result: 1 (the TCR binds to the epitope). (5) The epitope is HPVGEADYFEY. The TCR CDR3 sequence is CASRRLAGGGETQYF. Result: 0 (the TCR does not bind to the epitope). (6) The epitope is LLLGIGILV. The TCR CDR3 sequence is CSARKSASVRETQYF. Result: 1 (the TCR binds to the epitope). (7) The epitope is IVTDFSVIK. The TCR CDR3 sequence is CSARDFDRGLATEAFF. Result: 1 (the TCR binds to the epitope). (8) The epitope is SFHSLHLLF. The TCR CDR3 sequence is CASIPDREGNIQYF. Result: 1 (the TCR binds to the epitope).